From a dataset of Merck oncology drug combination screen with 23,052 pairs across 39 cell lines. Regression. Given two drug SMILES strings and cell line genomic features, predict the synergy score measuring deviation from expected non-interaction effect. (1) Drug 1: CC(C)CC(NC(=O)C(Cc1ccccc1)NC(=O)c1cnccn1)B(O)O. Drug 2: COC1=C2CC(C)CC(OC)C(O)C(C)C=C(C)C(OC(N)=O)C(OC)C=CC=C(C)C(=O)NC(=CC1=O)C2=O. Cell line: NCIH460. Synergy scores: synergy=-19.4. (2) Drug 1: CS(=O)(=O)CCNCc1ccc(-c2ccc3ncnc(Nc4ccc(OCc5cccc(F)c5)c(Cl)c4)c3c2)o1. Drug 2: CNC(=O)c1cc(Oc2ccc(NC(=O)Nc3ccc(Cl)c(C(F)(F)F)c3)cc2)ccn1. Cell line: SKMEL30. Synergy scores: synergy=14.2. (3) Synergy scores: synergy=1.13. Cell line: RPMI7951. Drug 2: C#Cc1cccc(Nc2ncnc3cc(OCCOC)c(OCCOC)cc23)c1. Drug 1: O=C(O)C1(Cc2cccc(Nc3nccs3)n2)CCC(Oc2cccc(Cl)c2F)CC1. (4) Drug 1: CN1C(=O)C=CC2(C)C3CCC4(C)C(NC(=O)OCC(F)(F)F)CCC4C3CCC12. Drug 2: CN(C)C(=N)N=C(N)N. Cell line: SW837. Synergy scores: synergy=-14.3. (5) Drug 1: O=c1[nH]cc(F)c(=O)[nH]1. Drug 2: COC1CC2CCC(C)C(O)(O2)C(=O)C(=O)N2CCCCC2C(=O)OC(C(C)CC2CCC(OP(C)(C)=O)C(OC)C2)CC(=O)C(C)C=C(C)C(O)C(OC)C(=O)C(C)CC(C)C=CC=CC=C1C. Cell line: KPL1. Synergy scores: synergy=11.2. (6) Drug 1: O=S1(=O)NC2(CN1CC(F)(F)F)C1CCC2Cc2cc(C=CCN3CCC(C(F)(F)F)CC3)ccc2C1. Drug 2: Nc1ccn(C2OC(CO)C(O)C2(F)F)c(=O)n1. Cell line: NCIH460. Synergy scores: synergy=4.11. (7) Drug 1: O=c1[nH]cc(F)c(=O)[nH]1. Cell line: EFM192B. Synergy scores: synergy=-0.314. Drug 2: O=C(O)C1(Cc2cccc(Nc3nccs3)n2)CCC(Oc2cccc(Cl)c2F)CC1. (8) Drug 1: O=C(O)C1(Cc2cccc(Nc3nccs3)n2)CCC(Oc2cccc(Cl)c2F)CC1. Drug 2: NC(=O)c1cccc2cn(-c3ccc(C4CCCNC4)cc3)nc12. Cell line: A2780. Synergy scores: synergy=16.5.